This data is from Forward reaction prediction with 1.9M reactions from USPTO patents (1976-2016). The task is: Predict the product of the given reaction. (1) The product is: [CH:12]1([CH:9]2[O:8][C:6]3[N:7]=[C:2]([C:29]4[CH:30]=[N:31][C:32]([NH2:35])=[N:33][CH:34]=4)[N:3]=[C:4]([N:15]4[CH2:20][CH2:19][O:18][CH2:17][CH2:16]4)[C:5]=3[O:11][CH2:10]2)[CH2:14][CH2:13]1. Given the reactants Cl[C:2]1[N:3]=[C:4]([N:15]2[CH2:20][CH2:19][O:18][CH2:17][CH2:16]2)[C:5]2[O:11][CH2:10][CH:9]([CH:12]3[CH2:14][CH2:13]3)[O:8][C:6]=2[N:7]=1.CC1(C)C(C)(C)OB([C:29]2[CH:30]=[N:31][C:32]([NH2:35])=[N:33][CH:34]=2)O1.C(=O)([O-])[O-].[Na+].[Na+], predict the reaction product. (2) Given the reactants [N:1]1([C:7]2[CH:8]=[CH:9][C:10]3[N:11]([C:13]([C:16]([F:19])([F:18])[F:17])=[N:14][N:15]=3)[N:12]=2)[CH2:6][CH2:5][NH:4][CH2:3][CH2:2]1.[CH3:20][N:21]1[C:25]([CH:26]=O)=[CH:24][N:23]=[CH:22]1, predict the reaction product. The product is: [CH3:20][N:21]1[C:25]([CH2:26][N:4]2[CH2:3][CH2:2][N:1]([C:7]3[CH:8]=[CH:9][C:10]4[N:11]([C:13]([C:16]([F:17])([F:18])[F:19])=[N:14][N:15]=4)[N:12]=3)[CH2:6][CH2:5]2)=[CH:24][N:23]=[CH:22]1. (3) Given the reactants [F:1][C:2]1[CH:3]=[CH:4][C:5]([N+:16]([O-])=O)=[C:6]([NH:8][C:9](=[O:15])[O:10][C:11]([CH3:14])([CH3:13])[CH3:12])[CH:7]=1, predict the reaction product. The product is: [NH2:16][C:5]1[CH:4]=[CH:3][C:2]([F:1])=[CH:7][C:6]=1[NH:8][C:9](=[O:15])[O:10][C:11]([CH3:13])([CH3:12])[CH3:14]. (4) Given the reactants CN(C=O)C.[H-].[Na+].[CH:8]([C:10]1[CH:17]=[CH:16][C:13]([CH2:14][OH:15])=[CH:12][CH:11]=1)=[CH2:9].[Br:18][CH2:19][CH2:20][CH2:21][CH2:22][CH2:23][CH2:24]Br, predict the reaction product. The product is: [CH:8]([C:10]1[CH:17]=[CH:16][C:13]([CH2:14][O:15][CH2:24][CH2:23][CH2:22][CH2:21][CH2:20][CH2:19][Br:18])=[CH:12][CH:11]=1)=[CH2:9]. (5) Given the reactants [OH:1][C:2]1[CH:11]=[CH:10][C:5]([C:6]([O:8][CH3:9])=[O:7])=[CH:4][CH:3]=1.[OH:12][C:13]1[CH:20]=[CH:19][C:16](C=O)=[CH:15][CH:14]=1.[OH:21]OS([O-])=O.[K+].CCOC(C)=O, predict the reaction product. The product is: [OH:1][C:2]1[CH:3]=[CH:4][C:5]([C:6]([O:8][CH3:9])=[O:7])=[CH:10][CH:11]=1.[OH:21][C:16]1[CH:19]=[CH:20][C:13]([OH:12])=[CH:14][CH:15]=1. (6) Given the reactants [OH:1][B:2]1[CH:7]([NH:8][C:9](=[O:17])[CH2:10][CH2:11][N:12]2[CH:16]=[CH:15][N:14]=[CH:13]2)[CH2:6][C:5]2[CH:18]=[CH:19][CH:20]=[C:21]([C:22]([OH:24])=[O:23])[C:4]=2[O:3]1.[CH2:25](O)[CH3:26], predict the reaction product. The product is: [CH2:25]([O:23][C:22]([C:21]1[C:4]2[O:3][B:2]([OH:1])[C@@H:7]([NH:8][C:9](=[O:17])[CH2:10][CH2:11][N:12]3[CH:16]=[CH:15][N:14]=[CH:13]3)[CH2:6][C:5]=2[CH:18]=[CH:19][CH:20]=1)=[O:24])[CH3:26]. (7) The product is: [C:1]([C:5]1[CH:10]=[CH:9][C:8]([C:11]2[N:12]([C:30]([N:45]3[CH2:46][CH2:47][CH:42]([N:39]4[CH2:40][CH2:41][O:36][CH2:37][CH2:38]4)[CH2:43][CH2:44]3)=[O:31])[C@H:13]([C:23]3[CH:28]=[CH:27][C:26]([Cl:29])=[CH:25][CH:24]=3)[C@H:14]([C:16]3[CH:17]=[CH:18][C:19]([Cl:22])=[CH:20][CH:21]=3)[N:15]=2)=[C:7]([O:33][CH2:34][CH3:35])[CH:6]=1)([CH3:4])([CH3:2])[CH3:3]. Given the reactants [C:1]([C:5]1[CH:10]=[CH:9][C:8]([C:11]2[N:12]([C:30](Cl)=[O:31])[C@H:13]([C:23]3[CH:28]=[CH:27][C:26]([Cl:29])=[CH:25][CH:24]=3)[C@H:14]([C:16]3[CH:21]=[CH:20][C:19]([Cl:22])=[CH:18][CH:17]=3)[N:15]=2)=[C:7]([O:33][CH2:34][CH3:35])[CH:6]=1)([CH3:4])([CH3:3])[CH3:2].[O:36]1[CH2:41][CH2:40][N:39]([CH:42]2[CH2:47][CH2:46][NH:45][CH2:44][CH2:43]2)[CH2:38][CH2:37]1, predict the reaction product.